This data is from Reaction yield outcomes from USPTO patents with 853,638 reactions. The task is: Predict the reaction yield, written as a fraction of the theoretical maximum amount of product (1.0 means a 100% yield; for example, 0.34 means a 34% yield). (1) The reactants are [N+:1]([C:4]1[CH:5]=[C:6]([C:11]([F:14])([F:13])[F:12])[C:7](O)=[N:8][CH:9]=1)([O-:3])=[O:2].O=S(Cl)[Cl:17].CN(C=O)C. No catalyst specified. The product is [Cl:17][C:7]1[C:6]([C:11]([F:14])([F:13])[F:12])=[CH:5][C:4]([N+:1]([O-:3])=[O:2])=[CH:9][N:8]=1. The yield is 0.551. (2) The product is [CH2:1]([C:5]1[N:10]=[C:9]([CH3:11])[N:8]([C:12]2[CH:17]=[CH:16][C:15]([O:18][CH:44]3[CH2:43][CH2:42][O:41][CH:40]([CH3:39])[CH2:45]3)=[CH:14][CH:13]=2)[C:7](=[O:19])[C:6]=1[CH2:20][C:21]1[CH:26]=[CH:25][C:24]([C:27]2[CH:32]=[CH:31][CH:30]=[CH:29][C:28]=2[C:33]2[NH:37][C:36](=[O:38])[O:35][N:34]=2)=[CH:23][CH:22]=1)[CH2:2][CH2:3][CH3:4]. The yield is 0.530. The reactants are [CH2:1]([C:5]1[N:10]=[C:9]([CH3:11])[N:8]([C:12]2[CH:17]=[CH:16][C:15]([OH:18])=[CH:14][CH:13]=2)[C:7](=[O:19])[C:6]=1[CH2:20][C:21]1[CH:26]=[CH:25][C:24]([C:27]2[CH:32]=[CH:31][CH:30]=[CH:29][C:28]=2[C:33]2[NH:37][C:36](=[O:38])[O:35][N:34]=2)=[CH:23][CH:22]=1)[CH2:2][CH2:3][CH3:4].[CH3:39][CH:40]1[CH2:45][CH:44](O)[CH2:43][CH2:42][O:41]1.C1(P(C2C=CC=CC=2)C2C=CC=CC=2)C=CC=CC=1.N(C(OC(C)C)=O)=NC(OC(C)C)=O. The catalyst is O1CCCC1.O. (3) The reactants are F[C:2](F)(F)[C:3](O)=[O:4].[NH2:8][C:9]1[NH:13][N:12]=[C:11]([NH:14][C:15]2[CH:20]=[C:19]([C:21]([F:24])([F:23])[F:22])[C:18]([C:25]3[CH:30]=[CH:29][C:28]([O:31][CH3:32])=[C:27]([S:33]([NH:36][CH:37]4[CH2:42][CH2:41][NH:40][CH2:39][CH2:38]4)(=[O:35])=[O:34])[CH:26]=3)=[C:17]([Cl:43])[CH:16]=2)[N:10]=1.C([O-])(O)=O.[Na+].C(OC(=O)C)(=O)C. The catalyst is C1COCC1. The yield is 0.740. The product is [C:3]([N:40]1[CH2:41][CH2:42][CH:37]([NH:36][S:33]([C:27]2[CH:26]=[C:25]([C:18]3[C:17]([Cl:43])=[CH:16][C:15]([NH:14][C:11]4[N:10]=[C:9]([NH2:8])[NH:13][N:12]=4)=[CH:20][C:19]=3[C:21]([F:22])([F:24])[F:23])[CH:30]=[CH:29][C:28]=2[O:31][CH3:32])(=[O:35])=[O:34])[CH2:38][CH2:39]1)(=[O:4])[CH3:2]. (4) The reactants are C(N(CC)CC)C.Cl.[CH3:9][NH:10][CH2:11][C:12]1[CH:20]=[CH:19][CH:18]=[C:17]2[C:13]=1[CH2:14][N:15]([CH:22]1[CH2:27][CH2:26][C:25](=[O:28])[NH:24][C:23]1=[O:29])[C:16]2=[O:21].[Cl:30][C:31]1[CH:36]=[CH:35][C:34]([N:37]=[C:38]=[O:39])=[CH:33][CH:32]=1. The catalyst is C1COCC1. The product is [Cl:30][C:31]1[CH:36]=[CH:35][C:34]([NH:37][C:38](=[O:39])[N:10]([CH2:11][C:12]2[CH:20]=[CH:19][CH:18]=[C:17]3[C:13]=2[CH2:14][N:15]([CH:22]2[CH2:27][CH2:26][C:25](=[O:28])[NH:24][C:23]2=[O:29])[C:16]3=[O:21])[CH3:9])=[CH:33][CH:32]=1. The yield is 0.650. (5) The reactants are [NH2:1][C:2]1[CH:18]=[CH:17][C:5]([O:6][C:7]2[CH:12]=[CH:11][N:10]=[C:9]([NH2:13])[C:8]=2[N+:14]([O-:16])=[O:15])=[CH:4][C:3]=1[S:19][CH3:20].[F:21][C:22]1[CH:27]=[CH:26][C:25]([C:28]([F:31])([F:30])[F:29])=[CH:24][C:23]=1[N:32]=[C:33]=[O:34]. No catalyst specified. The product is [NH2:13][C:9]1[C:8]([N+:14]([O-:16])=[O:15])=[C:7]([O:6][C:5]2[CH:17]=[CH:18][C:2]([NH:1][C:33]([NH:32][C:23]3[CH:24]=[C:25]([C:28]([F:29])([F:31])[F:30])[CH:26]=[CH:27][C:22]=3[F:21])=[O:34])=[C:3]([S:19][CH3:20])[CH:4]=2)[CH:12]=[CH:11][N:10]=1. The yield is 0.370.